The task is: Predict the product of the given reaction.. This data is from Forward reaction prediction with 1.9M reactions from USPTO patents (1976-2016). (1) Given the reactants [NH2:1][CH2:2][CH2:3][CH2:4][NH2:5].[C:6]([O:10][C:11](O[C:11]([O:10][C:6]([CH3:9])([CH3:8])[CH3:7])=[O:12])=[O:12])([CH3:9])([CH3:8])[CH3:7], predict the reaction product. The product is: [C:11]([NH:1][CH2:2][CH2:3][CH2:4][NH2:5])([O:10][C:6]([CH3:9])([CH3:8])[CH3:7])=[O:12]. (2) Given the reactants C1C2C(COC([NH:18][C:19]([CH3:69])([C:21]([NH:23][C@H:24]([C:28]([N:30]([C@@H:32]([C@@H:65]([CH3:68])[CH2:66][CH3:67])[C@H:33]([O:63][CH3:64])[CH2:34][C:35]([N:37]3[CH2:41][CH2:40][CH2:39][C@H:38]3[C@H:42]([O:61][CH3:62])[C@@H:43]([CH3:60])[C:44](=[O:59])[NH:45][C@H:46]([C:54]3[S:55][CH:56]=[CH:57][N:58]=3)[CH2:47][C:48]3[CH:53]=[CH:52][CH:51]=[CH:50][CH:49]=3)=[O:36])[CH3:31])=[O:29])[CH:25]([CH3:27])[CH3:26])=[O:22])[CH3:20])=O)C3C(=CC=CC=3)C=2C=CC=1, predict the reaction product. The product is: [CH3:20][C:19]([C:21]([NH:23][C@H:24]([C:28]([N:30]([C@@H:32]([C@@H:65]([CH3:68])[CH2:66][CH3:67])[C@H:33]([O:63][CH3:64])[CH2:34][C:35]([N:37]1[CH2:41][CH2:40][CH2:39][C@H:38]1[C@H:42]([O:61][CH3:62])[C@@H:43]([CH3:60])[C:44](=[O:59])[NH:45][C@H:46]([C:54]1[S:55][CH:56]=[CH:57][N:58]=1)[CH2:47][C:48]1[CH:53]=[CH:52][CH:51]=[CH:50][CH:49]=1)=[O:36])[CH3:31])=[O:29])[CH:25]([CH3:27])[CH3:26])=[O:22])([CH3:69])[NH2:18]. (3) Given the reactants [NH2:1][C:2]1[C:7]([NH:8][CH:9]2[CH2:14][CH2:13][N:12]([C:15]([O:17][C:18]([CH3:21])([CH3:20])[CH3:19])=[O:16])[CH2:11][CH2:10]2)=[CH:6][CH:5]=[CH:4][N:3]=1.[C:22](C1NC=CN=1)(C1NC=CN=1)=[O:23].C(OC(C)C)(=O)C, predict the reaction product. The product is: [O:23]=[C:22]1[NH:1][C:2]2=[N:3][CH:4]=[CH:5][CH:6]=[C:7]2[N:8]1[CH:9]1[CH2:10][CH2:11][N:12]([C:15]([O:17][C:18]([CH3:21])([CH3:20])[CH3:19])=[O:16])[CH2:13][CH2:14]1. (4) Given the reactants [F:1][C:2]1[CH:7]=[CH:6][C:5]([NH:8][C:9]2[C:10]3[C:17]([CH3:18])=[C:16]([C:19]([O:21]C)=[O:20])[S:15][C:11]=3[N:12]=[CH:13][N:14]=2)=[C:4]([O:23][CH:24]([CH3:26])[CH3:25])[CH:3]=1.[OH-].[Li+].Cl, predict the reaction product. The product is: [F:1][C:2]1[CH:7]=[CH:6][C:5]([NH:8][C:9]2[C:10]3[C:17]([CH3:18])=[C:16]([C:19]([OH:21])=[O:20])[S:15][C:11]=3[N:12]=[CH:13][N:14]=2)=[C:4]([O:23][CH:24]([CH3:26])[CH3:25])[CH:3]=1. (5) The product is: [OH:1][C:2]1[CH:19]=[C:18]2[C:5]([C@@:6]3([CH3:25])[C@H:15]([CH2:16][S:17]2(=[O:21])=[O:20])[C@:14]2([CH3:22])[C@H:9]([C:10]([CH3:24])([CH3:23])[CH2:11][CH2:12][CH2:13]2)[CH2:8][CH2:7]3)=[C:4]([C:26]([N:64]2[CH2:65][CH2:66][N:61]([CH3:60])[CH2:62][CH2:63]2)=[O:28])[CH:3]=1. Given the reactants [OH:1][C:2]1[CH:19]=[C:18]2[C:5]([C@@:6]3([CH3:25])[C@H:15]([CH2:16][S:17]2(=[O:21])=[O:20])[C@:14]2([CH3:22])[C@H:9]([C:10]([CH3:24])([CH3:23])[CH2:11][CH2:12][CH2:13]2)[CH2:8][CH2:7]3)=[C:4]([C:26]([OH:28])=O)[CH:3]=1.CN(C(ON1N=NC2C=CC=NC1=2)=[N+](C)C)C.F[P-](F)(F)(F)(F)F.CN1CCOCC1.[CH3:60][N:61]1[CH2:66][CH2:65][NH:64][CH2:63][CH2:62]1, predict the reaction product. (6) Given the reactants [CH3:1][C:2]1([CH3:19])[C:10]2[C:5](=[CH:6][C:7]([N+:15]([O-:17])=[O:16])=[C:8]([NH:11]C(=O)C)[CH:9]=2)[NH:4][C:3]1=[O:18].I[CH2:21][CH2:22][CH:23]1[CH2:25][CH2:24]1.C([O-])([O-])=O.[K+].[K+], predict the reaction product. The product is: [NH2:11][C:8]1[CH:9]=[C:10]2[C:5](=[CH:6][C:7]=1[N+:15]([O-:17])=[O:16])[N:4]([CH2:21][CH2:22][CH:23]1[CH2:25][CH2:24]1)[C:3](=[O:18])[C:2]2([CH3:1])[CH3:19].